Dataset: Forward reaction prediction with 1.9M reactions from USPTO patents (1976-2016). Task: Predict the product of the given reaction. (1) Given the reactants [N:1]1([CH2:7][C:8]2[CH:13]=[CH:12][C:11]([C:14]3[NH:31][C:17]4=[N:18][CH:19]=[CH:20][C:21]([C:22]([NH:24][C:25]5[CH:26]=N[CH:28]=[CH:29][CH:30]=5)=[O:23])=[C:16]4[N:15]=3)=[CH:10][CH:9]=2)[CH2:6][CH2:5][O:4][CH2:3][CH2:2]1.C1(N)CCCC1, predict the reaction product. The product is: [CH:25]1([NH:24][C:22]([C:21]2[CH:20]=[CH:19][N:18]=[C:17]3[C:16]=2[N:15]=[C:14]([C:11]2[CH:10]=[CH:9][C:8]([CH2:7][N:1]4[CH2:2][CH2:3][O:4][CH2:5][CH2:6]4)=[CH:13][CH:12]=2)[NH:31]3)=[O:23])[CH2:26][CH2:28][CH2:29][CH2:30]1. (2) Given the reactants C(OC([N:8]1[CH2:17][CH2:16][C:15]2[C:11](=[C:12](OS(C(F)(F)F)(=O)=O)[N:13]([C:18]3[CH:23]=[CH:22][CH:21]=[CH:20][CH:19]=3)[N:14]=2)[CH2:10][CH2:9]1)=O)(C)(C)C.[C:32]1([CH3:41])[CH:37]=[CH:36][CH:35]=[CH:34][C:33]=1B(O)O, predict the reaction product. The product is: [C:18]1([N:13]2[C:12]([C:35]3[CH:36]=[CH:37][C:32]([CH3:41])=[CH:33][CH:34]=3)=[C:11]3[C:15]([CH2:16][CH2:17][NH:8][CH2:9][CH2:10]3)=[N:14]2)[CH:19]=[CH:20][CH:21]=[CH:22][CH:23]=1. (3) The product is: [F:1][C:2]1[CH:3]=[C:4]([C@H:9]2[CH2:13][CH2:12][C@@H:11]([CH2:14][CH2:15][CH2:16][CH2:17][C:18]([O:20][CH3:21])=[O:19])[N:10]2[C:22]([O:24][C:25]([CH3:28])([CH3:27])[CH3:26])=[O:23])[CH:5]=[CH:6][C:7]=1[F:8]. Given the reactants [F:1][C:2]1[CH:3]=[C:4]([C@H:9]2[CH2:13][CH2:12][C@@H:11]([CH2:14][CH2:15]/[CH:16]=[CH:17]/[C:18]([O:20][CH3:21])=[O:19])[N:10]2[C:22]([O:24][C:25]([CH3:28])([CH3:27])[CH3:26])=[O:23])[CH:5]=[CH:6][C:7]=1[F:8].[H][H], predict the reaction product. (4) Given the reactants C(OC([N:8](C(OC(C)(C)C)=O)[C:9]1[N:10]=[CH:11][C:12]([C:24]2[CH2:25][CH2:26][N:27](C(OC(C)(C)C)=O)[CH2:28][CH:29]=2)=[N:13][C:14]=1[C:15]1[N:23]=[C:18]2[CH:19]=[CH:20][CH:21]=[CH:22][N:17]2[N:16]=1)=O)(C)(C)C.C(O)(C(F)(F)F)=O, predict the reaction product. The product is: [N:23]1[C:15]([C:14]2[C:9]([NH2:8])=[N:10][CH:11]=[C:12]([C:24]3[CH2:25][CH2:26][NH:27][CH2:28][CH:29]=3)[N:13]=2)=[N:16][N:17]2[CH:22]=[CH:21][CH:20]=[CH:19][C:18]=12. (5) Given the reactants [C:1]1([CH2:7][CH2:8][CH2:9][CH:10]([NH:20][C:21](=[O:39])[C@H:22]([CH2:32][C:33]2[CH:34]=[N:35][CH:36]=[CH:37][CH:38]=2)[NH:23][C:24]([CH:26]2[CH2:31][CH2:30][NH:29][CH2:28][CH2:27]2)=[O:25])[CH2:11][CH2:12][CH2:13][C:14]2[CH:19]=[CH:18][CH:17]=[CH:16][CH:15]=2)[CH:6]=[CH:5][CH:4]=[CH:3][CH:2]=1.[O:40]1[CH2:42][C@@H:41]1[CH2:43][O:44][C:45]1[CH:54]=[CH:53][CH:52]=[C:51]2[C:46]=1[CH:47]=[CH:48][CH:49]=[N:50]2, predict the reaction product. The product is: [C:14]1([CH2:13][CH2:12][CH2:11][CH:10]([NH:20][C:21](=[O:39])[C@H:22]([CH2:32][C:33]2[CH:34]=[N:35][CH:36]=[CH:37][CH:38]=2)[NH:23][C:24]([CH:26]2[CH2:31][CH2:30][N:29]([CH2:42][C@@H:41]([OH:40])[CH2:43][O:44][C:45]3[CH:54]=[CH:53][CH:52]=[C:51]4[C:46]=3[CH:47]=[CH:48][CH:49]=[N:50]4)[CH2:28][CH2:27]2)=[O:25])[CH2:9][CH2:8][CH2:7][C:1]2[CH:2]=[CH:3][CH:4]=[CH:5][CH:6]=2)[CH:19]=[CH:18][CH:17]=[CH:16][CH:15]=1. (6) The product is: [N:7]1[C:6]([NH2:5])=[CH:14][N:9]2[CH:10]=[CH:11][N:12]=[CH:13][C:8]=12. Given the reactants FC(F)(F)C([NH:5][C:6]1[N:7]=[C:8]2[CH:13]=[N:12][CH:11]=[CH:10][N:9]2[CH:14]=1)=O, predict the reaction product.